From a dataset of Full USPTO retrosynthesis dataset with 1.9M reactions from patents (1976-2016). Predict the reactants needed to synthesize the given product. (1) The reactants are: [C:1]1([CH2:7][N:8]2[CH2:13][CH2:12][N:11]([C:14]3[CH:19]=[CH:18][C:17]([NH2:20])=[CH:16][CH:15]=3)[CH2:10][CH2:9]2)[CH:6]=[CH:5][CH:4]=[CH:3][CH:2]=1.[C:21]1([C:30]2[CH:35]=[CH:34][CH:33]=[CH:32][CH:31]=2)[C:22]([C:27](Cl)=[O:28])=[CH:23][CH:24]=[CH:25][CH:26]=1. Given the product [C:1]1([CH2:7][N:8]2[CH2:9][CH2:10][N:11]([C:14]3[CH:15]=[CH:16][C:17]([NH:20][C:27]([C:22]4[C:21]([C:30]5[CH:35]=[CH:34][CH:33]=[CH:32][CH:31]=5)=[CH:26][CH:25]=[CH:24][CH:23]=4)=[O:28])=[CH:18][CH:19]=3)[CH2:12][CH2:13]2)[CH:2]=[CH:3][CH:4]=[CH:5][CH:6]=1, predict the reactants needed to synthesize it. (2) Given the product [CH2:1]([O:4][NH:5][C@H:18]1[C:23]([CH2:24][O:25][CH3:26])=[CH:22][CH:21]([CH2:27][O:28][Si:29]([C:32]([CH3:35])([CH3:34])[CH3:33])([CH3:30])[CH3:31])[NH:20][CH2:19]1)[CH:2]=[CH2:3], predict the reactants needed to synthesize it. The reactants are: [CH2:1]([O:4][N:5]([C@H:18]1[C:23]([CH2:24][O:25][CH3:26])=[CH:22][CH:21]([CH2:27][O:28][Si:29]([C:32]([CH3:35])([CH3:34])[CH3:33])([CH3:31])[CH3:30])[NH:20][CH2:19]1)S(C1C=CC=CC=1[N+]([O-])=O)(=O)=O)[CH:2]=[CH2:3].C([O-])([O-])=O.[K+].[K+].C1(S)C=CC=CC=1. (3) Given the product [F:1][C:2]1[CH:3]=[CH:4][C:5]([C:8]2[CH:13]=[CH:12][C:11]([CH3:14])=[C:10]([NH:15][C:22](=[O:24])[C:16]([OH:17])=[O:19])[CH:9]=2)=[CH:6][CH:7]=1, predict the reactants needed to synthesize it. The reactants are: [F:1][C:2]1[CH:7]=[CH:6][C:5]([C:8]2[CH:13]=[CH:12][C:11]([CH3:14])=[C:10]([NH2:15])[CH:9]=2)=[CH:4][CH:3]=1.[C:16](=[O:19])([O-])[O-:17].[K+].[K+].[C:22](OCC)(=[O:24])C. (4) Given the product [CH:1]1[C:13]2[CH:12]([CH2:14][O:15][C:16](=[O:44])[NH:17][C:18]3[CH:19]=[CH:20][C:21]([S:24][C:25]4[CH:30]=[CH:29][C:28]([C:31](=[O:40])[NH:32][C:33]5[CH:34]=[N:35][CH:36]=[C:37]([Br:39])[CH:38]=5)=[CH:27][C:26]=4[NH2:41])=[CH:22][CH:23]=3)[C:11]3[C:6](=[CH:7][CH:8]=[CH:9][CH:10]=3)[C:5]=2[CH:4]=[CH:3][CH:2]=1, predict the reactants needed to synthesize it. The reactants are: [CH:1]1[C:13]2[CH:12]([CH2:14][O:15][C:16](=[O:44])[NH:17][C:18]3[CH:23]=[CH:22][C:21]([S:24][C:25]4[CH:30]=[CH:29][C:28]([C:31](=[O:40])[NH:32][C:33]5[CH:34]=[N:35][CH:36]=[C:37]([Br:39])[CH:38]=5)=[CH:27][C:26]=4[N+:41]([O-])=O)=[CH:20][CH:19]=3)[C:11]3[C:6](=[CH:7][CH:8]=[CH:9][CH:10]=3)[C:5]=2[CH:4]=[CH:3][CH:2]=1.[Cl-].[NH4+].C(O)C.O1CCCC1.